This data is from Forward reaction prediction with 1.9M reactions from USPTO patents (1976-2016). The task is: Predict the product of the given reaction. Given the reactants F[C:2]1[CH:8]=[C:7]([I:9])[CH:6]=[CH:5][C:3]=1[NH2:4].CCO[C:13]([S-:15])=[S:14].[K+], predict the reaction product. The product is: [I:9][C:7]1[CH:6]=[CH:5][C:3]2[N:4]=[C:13]([SH:15])[S:14][C:2]=2[CH:8]=1.